From a dataset of Full USPTO retrosynthesis dataset with 1.9M reactions from patents (1976-2016). Predict the reactants needed to synthesize the given product. (1) Given the product [OH:31][CH:27]([CH3:28])[CH2:29][CH2:30][NH:39][C:23]([C@H:20]1[CH2:21][CH2:22][C@H:17]([NH:16][C:12]2[N:11]=[C:10]([N:1]3[C:9]4[C:4](=[CH:5][CH:6]=[CH:7][CH:8]=4)[CH:3]=[N:2]3)[CH:15]=[CH:14][N:13]=2)[CH2:18][CH2:19]1)=[O:24], predict the reactants needed to synthesize it. The reactants are: [N:1]1([C:10]2[CH:15]=[CH:14][N:13]=[C:12]([NH:16][C@H:17]3[CH2:22][CH2:21][C@H:20]([C:23](O)=[O:24])[CH2:19][CH2:18]3)[N:11]=2)[C:9]2[C:4](=[CH:5][CH:6]=[CH:7][CH:8]=2)[CH:3]=[N:2]1.N[C:27]([OH:31])([CH2:29][CH3:30])[CH3:28].F[P-](F)(F)(F)(F)F.[N:39]1(O[P+](N(C)C)(N(C)C)N(C)C)C2C=CC=CC=2N=N1.CCN(C(C)C)C(C)C. (2) The reactants are: [O:1]1[CH2:6][CH2:5][CH:4]([C:7]([OH:9])=O)[CH2:3][CH2:2]1.[C:10]([O:14][C:15](=[O:25])[NH:16][C@@H:17]([NH2:24])[C:18]1[CH:23]=[CH:22][CH:21]=[CH:20][CH:19]=1)([CH3:13])([CH3:12])[CH3:11]. Given the product [C:10]([O:14][C:15](=[O:25])[NH:16][C@H:17]([C:18]1[CH:19]=[CH:20][CH:21]=[CH:22][CH:23]=1)[NH:24][C:7]([CH:4]1[CH2:3][CH2:2][O:1][CH2:6][CH2:5]1)=[O:9])([CH3:13])([CH3:11])[CH3:12], predict the reactants needed to synthesize it. (3) Given the product [ClH:32].[ClH:32].[NH2:1][C:2]1[N:7]=[CH:6][C:5]([CH2:8][CH:9]([C:15]2[N:16]=[CH:17][N:18]([CH:20]3[CH2:24][CH2:23][N:22]([C:25]4[CH:26]=[CH:27][CH:28]=[CH:29][CH:30]=4)[C:21]3=[O:31])[CH:19]=2)[C:10]([OH:12])=[O:11])=[CH:4][CH:3]=1, predict the reactants needed to synthesize it. The reactants are: [NH2:1][C:2]1[N:7]=[CH:6][C:5]([CH2:8][CH:9]([C:15]2[N:16]=[CH:17][N:18]([CH:20]3[CH2:24][CH2:23][N:22]([C:25]4[CH:30]=[CH:29][CH:28]=[CH:27][CH:26]=4)[C:21]3=[O:31])[CH:19]=2)[C:10]([O:12]CC)=[O:11])=[CH:4][CH:3]=1.[ClH:32]. (4) Given the product [Cl:10][C:11]1[CH:20]=[C:19]([S:21][CH2:1][C@@H:2]([OH:9])[C:3]2[CH:8]=[CH:7][CH:6]=[CH:5][CH:4]=2)[CH:18]=[CH:17][C:12]=1[C:13]([O:15][CH3:16])=[O:14], predict the reactants needed to synthesize it. The reactants are: [CH2:1]1[O:9][C@H:2]1[C:3]1[CH:8]=[CH:7][CH:6]=[CH:5][CH:4]=1.[Cl:10][C:11]1[CH:20]=[C:19]([SH:21])[CH:18]=[CH:17][C:12]=1[C:13]([O:15][CH3:16])=[O:14].